Dataset: Forward reaction prediction with 1.9M reactions from USPTO patents (1976-2016). Task: Predict the product of the given reaction. (1) Given the reactants CI.[Cl:3][C:4]1[CH:5]=[C:6]([OH:13])[CH:7]=[C:8]([F:12])[C:9]=1[CH2:10][OH:11].[C:14](=O)([O-])[O-].[K+].[K+], predict the reaction product. The product is: [Cl:3][C:4]1[CH:5]=[C:6]([O:13][CH3:14])[CH:7]=[C:8]([F:12])[C:9]=1[CH2:10][OH:11]. (2) Given the reactants [F:1][C:2]1[CH:3]=[N:4][CH:5]=[C:6](Br)[CH:7]=1.[CH2:9]([Sn](CCCC)(CCCC)C=C)[CH2:10]CC, predict the reaction product. The product is: [F:1][C:2]1[CH:3]=[N:4][CH:5]=[C:6]([CH:9]=[CH2:10])[CH:7]=1. (3) Given the reactants [BH4-].[Na+].[C:3]([O:7][C:8]([N:10]1[CH2:13][CH:12]([C:14](O)=[O:15])[CH2:11]1)=[O:9])([CH3:6])([CH3:5])[CH3:4].II, predict the reaction product. The product is: [C:3]([O:7][C:8]([N:10]1[CH2:13][CH:12]([CH2:14][OH:15])[CH2:11]1)=[O:9])([CH3:6])([CH3:5])[CH3:4]. (4) Given the reactants [Cl:1][C:2]1[CH:7]=[CH:6][CH:5]=[CH:4][C:3]=1[C@H:8]([O:10][C:11]1[CH:15]=[C:14]([N:16]2[C:20]3[CH:21]=[C:22]([O:25][CH:26]4[CH2:31][CH2:30][NH:29][CH2:28][CH2:27]4)[CH:23]=[CH:24][C:19]=3[N:18]=[CH:17]2)[S:13][C:12]=1[C:32]([O:34][CH3:35])=[O:33])[CH3:9].[C:36](O)(=O)C.C(O[BH-](OC(=O)C)OC(=O)C)(=O)C.[Na+].C([O-])(O)=O.[Na+], predict the reaction product. The product is: [Cl:1][C:2]1[CH:7]=[CH:6][CH:5]=[CH:4][C:3]=1[C@H:8]([O:10][C:11]1[CH:15]=[C:14]([N:16]2[C:20]3[CH:21]=[C:22]([O:25][CH:26]4[CH2:31][CH2:30][N:29]([CH3:36])[CH2:28][CH2:27]4)[CH:23]=[CH:24][C:19]=3[N:18]=[CH:17]2)[S:13][C:12]=1[C:32]([O:34][CH3:35])=[O:33])[CH3:9]. (5) Given the reactants [CH2:1]([O:3][C:4]1[CH:5]=[C:6](/[CH:12]=[CH:13]/[C:14]#[N:15])[CH:7]=[CH:8][C:9]=1[O:10][CH3:11])[CH3:2].I[C:17]1[CH:18]=[CH:19][C:20]([O:24][CH3:25])=[C:21]([NH2:23])[CH:22]=1.C[C:27]([O-])=[O:28].[K+], predict the reaction product. The product is: [O:10]1[C:9]2[CH:8]=[CH:7][C:6]([C:12]([C:22]3[CH:21]=[C:20]([O:24][CH3:25])[CH:19]=[C:18]([O:28][CH3:27])[CH:17]=3)=[CH:13][C:14]#[N:15])=[CH:5][C:4]=2[O:3][CH2:1][CH2:11]1.[NH2:23][C:21]1[CH:22]=[CH:17][C:18]([C:12]([C:6]2[CH:7]=[CH:8][C:9]([O:10][CH3:11])=[C:4]([O:3][CH2:1][CH3:2])[CH:5]=2)=[CH:13][C:14]#[N:15])=[CH:19][C:20]=1[O:24][CH3:25].